From a dataset of Forward reaction prediction with 1.9M reactions from USPTO patents (1976-2016). Predict the product of the given reaction. The product is: [CH3:20][O:19][C:17]([C:12]1[C:5]2[C:4](=[CH:9][C:8]([O:10][CH3:11])=[CH:7][CH:6]=2)[C:3](=[O:2])[N:14]([CH2:15][CH3:22])[CH:13]=1)=[O:18]. Given the reactants C[O:2][C:3](=O)[C:4]1[CH:9]=[C:8]([O:10][CH3:11])[CH:7]=[CH:6][C:5]=1[C:12]([C:17]([O:19][CH3:20])=[O:18])=[CH:13][N:14](C)[CH3:15].[CH2:22](N)C.CCN(C(C)C)C(C)C, predict the reaction product.